This data is from Forward reaction prediction with 1.9M reactions from USPTO patents (1976-2016). The task is: Predict the product of the given reaction. (1) Given the reactants [CH2:1]([C:8]([NH:12][C:13](=[O:19])[O:14][C:15]([CH3:18])([CH3:17])[CH3:16])([CH3:11])[CH2:9][OH:10])[C:2]1[CH:7]=[CH:6][CH:5]=[CH:4][CH:3]=1.Br[CH2:21][C:22]1[CH:27]=[C:26]([Cl:28])[N:25]=[C:24]([N:29]([CH2:34][CH2:35][CH3:36])[S:30]([CH3:33])(=[O:32])=[O:31])[CH:23]=1.C(C1C=CC=C(C(C)(C)C)N=1)(C)(C)C, predict the reaction product. The product is: [CH2:1]([C:8]([NH:12][C:13](=[O:19])[O:14][C:15]([CH3:18])([CH3:17])[CH3:16])([CH3:11])[CH2:9][O:10][CH2:21][C:22]1[CH:23]=[C:24]([N:29]([S:30]([CH3:33])(=[O:32])=[O:31])[CH2:34][CH2:35][CH3:36])[N:25]=[C:26]([Cl:28])[CH:27]=1)[C:2]1[CH:7]=[CH:6][CH:5]=[CH:4][CH:3]=1. (2) Given the reactants [C:1]([N:5]1[C:9](=[O:10])[CH:8]=[C:7](Cl)[S:6]1(=[O:13])=[O:12])([CH3:4])([CH3:3])[CH3:2].[F:14][C:15]([F:20])([F:19])[C:16]([OH:18])=[O:17].[C:21]([O:25][C:26]([NH:28][CH2:29][CH:30]1[C:35]2[S:36][C:37](B(O)O)=[CH:38][C:34]=2[CH2:33][CH2:32][N:31]1[CH2:42][C:43]1[CH:48]=[CH:47][C:46]([O:49][CH3:50])=[CH:45][CH:44]=1)=[O:27])([CH3:24])([CH3:23])[CH3:22], predict the reaction product. The product is: [F:14][C:15]([F:20])([F:19])[C:16]([OH:18])=[O:17].[C:21]([O:25][C:26](=[O:27])[NH:28][CH2:29][CH:30]1[C:35]2[S:36][C:37]([C:7]3[S:6](=[O:13])(=[O:12])[N:5]([C:1]([CH3:4])([CH3:3])[CH3:2])[C:9](=[O:10])[CH:8]=3)=[CH:38][C:34]=2[CH2:33][CH2:32][N:31]1[CH2:42][C:43]1[CH:44]=[CH:45][C:46]([O:49][CH3:50])=[CH:47][CH:48]=1)([CH3:24])([CH3:23])[CH3:22]. (3) Given the reactants [CH3:1][C:2]1[CH:7]=[CH:6][N:5]=[C:4]([CH2:8][CH2:9][CH2:10][CH2:11][CH3:12])[CH:3]=1.[CH2:13]([Mg]Br)CCCCC, predict the reaction product. The product is: [CH3:1][C:2]1[CH:7]=[CH:6][N:5]=[C:4]([CH2:8][CH2:9][CH2:10][CH2:11][CH2:12][CH3:13])[CH:3]=1. (4) Given the reactants [NH2:1][C@H:2]([C:13]([OH:15])=[O:14])[CH2:3][C:4]1[C:12]2[C:7](=[CH:8][CH:9]=[CH:10][CH:11]=2)[NH:6][CH:5]=1.[CH:16]1[C:21]([CH:22]=O)=[CH:20][C:19]2[O:24][CH2:25][O:26][C:18]=2[CH:17]=1.[ClH:27], predict the reaction product. The product is: [ClH:27].[CH2:25]1[O:26][C:18]2[CH:17]=[CH:16][C:21]([C@H:22]3[C:5]4[NH:6][C:7]5[C:12]([C:4]=4[CH2:3][C@@H:2]([C:13]([OH:15])=[O:14])[NH:1]3)=[CH:11][CH:10]=[CH:9][CH:8]=5)=[CH:20][C:19]=2[O:24]1. (5) Given the reactants [Br:1][C:2]1[CH:3]=[C:4]([CH:7]=[CH:8][C:9]=1[F:10])[CH2:5]O.[CH2:11]([O:13][C:14]([CH:16]=[PH3])=[O:15])[CH3:12], predict the reaction product. The product is: [Br:1][C:2]1[CH:3]=[C:4]([CH:5]=[CH:16][C:14]([O:13][CH2:11][CH3:12])=[O:15])[CH:7]=[CH:8][C:9]=1[F:10]. (6) Given the reactants [F:1][C:2]1[CH:3]=[C:4]2[C:8](=[CH:9][CH:10]=1)[NH:7][C:6]([CH3:11])=[C:5]2[C:12]([OH:14])=O.[NH2:15][C:16]1[CH:17]=[CH:18][C:19]([N:24]2[CH2:29][CH2:28][CH:27]([OH:30])[CH2:26][CH2:25]2)=[C:20]([CH:23]=1)[C:21]#[N:22], predict the reaction product. The product is: [C:21]([C:20]1[CH:23]=[C:16]([NH:15][C:12]([C:5]2[C:4]3[C:8](=[CH:9][CH:10]=[C:2]([F:1])[CH:3]=3)[NH:7][C:6]=2[CH3:11])=[O:14])[CH:17]=[CH:18][C:19]=1[N:24]1[CH2:29][CH2:28][CH:27]([OH:30])[CH2:26][CH2:25]1)#[N:22]. (7) Given the reactants [Na].Cl[C:3]1[C:8]([O:9][CH:10]([F:12])[F:11])=[CH:7][CH:6]=[CH:5][N:4]=1.[CH3:13][OH:14], predict the reaction product. The product is: [F:11][CH:10]([F:12])[O:9][C:8]1[C:3]([O:14][CH3:13])=[N:4][CH:5]=[CH:6][CH:7]=1. (8) Given the reactants [CH3:1][CH2:2][CH:3]([C:8]([O:10][CH2:11][CH3:12])=[O:9])[C:4]([O:6][CH3:7])=[O:5].[H-].[Na+].Cl.Cl[CH2:17][C:18]1[CH:23]=[CH:22][N:21]=[CH:20][CH:19]=1.[CH3:24]N(C=O)C, predict the reaction product. The product is: [N:21]1[CH:22]=[CH:23][C:18]([CH2:17][CH:2]([CH:3]([C:4]([O:6][CH2:7][CH3:24])=[O:5])[C:8]([O:10][CH2:11][CH3:12])=[O:9])[CH3:1])=[CH:19][CH:20]=1. (9) Given the reactants C([O:4][CH2:5]/[CH:6]=[C:7](/[C@@H:9]1[C@@H:20]([CH3:21])[CH:19]=[CH:18][CH:17]([O:22][C:23](=[O:25])[CH3:24])[CH2:16][CH2:15][CH2:14][CH2:13][CH2:12][O:11][NH:10]1)\[CH3:8])(=O)C, predict the reaction product. The product is: [C:23]([O:22][CH:17]1[CH2:16][CH2:15][CH2:14][CH2:13][CH2:12][O:11][NH:10][C@H:9](/[C:7](/[CH3:8])=[CH:6]/[CH2:5][OH:4])[C@@H:20]([CH3:21])[CH:19]=[CH:18]1)(=[O:25])[CH3:24].